From a dataset of Peptide-MHC class I binding affinity with 185,985 pairs from IEDB/IMGT. Regression. Given a peptide amino acid sequence and an MHC pseudo amino acid sequence, predict their binding affinity value. This is MHC class I binding data. (1) The peptide sequence is TYNDHIVNL. The MHC is HLA-A01:01 with pseudo-sequence HLA-A01:01. The binding affinity (normalized) is 0.133. (2) The peptide sequence is LMTLDDLAI. The MHC is HLA-A02:01 with pseudo-sequence HLA-A02:01. The binding affinity (normalized) is 0.602. (3) The peptide sequence is RSCTLPPLRY. The MHC is HLA-A01:01 with pseudo-sequence HLA-A01:01. The binding affinity (normalized) is 0.837. (4) The MHC is HLA-A69:01 with pseudo-sequence HLA-A69:01. The binding affinity (normalized) is 0.0847. The peptide sequence is GIYHDICEI. (5) The binding affinity (normalized) is 0.0920. The MHC is HLA-B53:01 with pseudo-sequence HLA-B53:01. The peptide sequence is APNAKEEIL.